Dataset: Forward reaction prediction with 1.9M reactions from USPTO patents (1976-2016). Task: Predict the product of the given reaction. (1) The product is: [Br:13][C:14]1[CH:21]=[CH:20][C:17]([CH:18]=[CH:1][C:2]([C:4]2[CH:5]=[CH:6][C:7]([N+:10]([O-:12])=[O:11])=[CH:8][CH:9]=2)=[O:3])=[CH:16][CH:15]=1. Given the reactants [CH3:1][C:2]([C:4]1[CH:9]=[CH:8][C:7]([N+:10]([O-:12])=[O:11])=[CH:6][CH:5]=1)=[O:3].[Br:13][C:14]1[CH:21]=[CH:20][C:17]([CH:18]=O)=[CH:16][CH:15]=1.[OH-].[K+], predict the reaction product. (2) Given the reactants [F:1][C:2]1[CH:3]=[C:4]2[C:9](=[CH:10][CH:11]=1)[N:8]=[C:7]([NH:12][C@H:13]1[CH2:17][CH2:16][C@H:15]([NH2:18])[CH2:14]1)[CH:6]=[C:5]2[CH3:19].[CH3:20][N:21]1[C:29]2[C:24](=[CH:25][CH:26]=[CH:27][CH:28]=2)[C:23]([CH:30]=O)=[CH:22]1, predict the reaction product. The product is: [F:1][C:2]1[CH:3]=[C:4]2[C:9](=[CH:10][CH:11]=1)[N:8]=[C:7]([NH:12][C@H:13]1[CH2:17][CH2:16][C@H:15]([NH:18][CH2:30][C:23]3[C:24]4[C:29](=[CH:28][CH:27]=[CH:26][CH:25]=4)[N:21]([CH3:20])[CH:22]=3)[CH2:14]1)[CH:6]=[C:5]2[CH3:19]. (3) Given the reactants [CH2:1]([O:3][C:4](=[O:36])[C:5]([CH3:35])([O:7][C:8]1[CH:13]=[CH:12][C:11]([O:14][C:15]2[CH:20]=[CH:19][CH:18]=[C:17]([CH2:21][NH:22][CH2:23][C:24]3[CH:29]=[CH:28][C:27]([C:30]([F:33])([F:32])[F:31])=[CH:26][CH:25]=3)[CH:16]=2)=[CH:10][C:9]=1[CH3:34])[CH3:6])[CH3:2].CCN(CC)CC.[CH3:44][S:45](Cl)(=[O:47])=[O:46], predict the reaction product. The product is: [CH2:1]([O:3][C:4](=[O:36])[C:5]([O:7][C:8]1[CH:13]=[CH:12][C:11]([O:14][C:15]2[CH:20]=[CH:19][CH:18]=[C:17]([CH2:21][N:22]([S:45]([CH3:44])(=[O:47])=[O:46])[CH2:23][C:24]3[CH:25]=[CH:26][C:27]([C:30]([F:32])([F:33])[F:31])=[CH:28][CH:29]=3)[CH:16]=2)=[CH:10][C:9]=1[CH3:34])([CH3:35])[CH3:6])[CH3:2].